Dataset: Full USPTO retrosynthesis dataset with 1.9M reactions from patents (1976-2016). Task: Predict the reactants needed to synthesize the given product. (1) Given the product [CH2:16]([NH:19][C:9](=[O:10])[O:11][C:12]([CH3:13])([CH3:14])[CH3:15])[C:17]#[CH:18], predict the reactants needed to synthesize it. The reactants are: [C:12]([O:11][C:9](O[C:9]([O:11][C:12]([CH3:15])([CH3:14])[CH3:13])=[O:10])=[O:10])([CH3:15])([CH3:14])[CH3:13].[CH2:16]([NH2:19])[C:17]#[CH:18].O. (2) Given the product [OH:1][C:2]1[CH:7]=[CH:6][C:5]([CH2:8][Br:39])=[CH:4][C:3]=1[N:9]1[N:13]=[C:12]2[CH:14]=[CH:15][C:16]([O:18][C:19]([CH2:22][C:23]([CH3:26])([CH3:25])[CH3:24])([CH3:21])[CH3:20])=[CH:17][C:11]2=[N:10]1, predict the reactants needed to synthesize it. The reactants are: [OH:1][C:2]1[CH:7]=[CH:6][C:5]([CH3:8])=[CH:4][C:3]=1[N:9]1[N:13]=[C:12]2[CH:14]=[CH:15][C:16]([O:18][C:19]([CH2:22][C:23]([CH3:26])([CH3:25])[CH3:24])([CH3:21])[CH3:20])=[CH:17][C:11]2=[N:10]1.N(C(C)(C)C#N)=NC(C)(C)C#N.[Br:39]Br. (3) Given the product [ClH:1].[Cl:18][C:19]1[C:24]([F:25])=[CH:23][C:22]([C:2]2[CH:3]=[C:4]([CH:9]=[CH:10][N:11]=2)[C:5]([O:7][CH3:8])=[O:6])=[CH:21][C:20]=1[F:35], predict the reactants needed to synthesize it. The reactants are: [Cl:1][C:2]1[CH:3]=[C:4]([CH:9]=[CH:10][N:11]=1)[C:5]([O:7][CH3:8])=[O:6].C(=O)([O-])[O-].[K+].[K+].[Cl:18][C:19]1[C:24]([F:25])=[CH:23][C:22](B2OC(C)(C)C(C)(C)O2)=[CH:21][C:20]=1[F:35].Cl. (4) Given the product [NH2:22][C:12]1[CH:11]=[CH:10][C:9]([OH:8])=[CH:14][C:13]=1[C:15](=[O:21])[CH2:16][CH2:17][CH2:18][CH2:19][CH3:20], predict the reactants needed to synthesize it. The reactants are: C([O:8][C:9]1[CH:10]=[CH:11][C:12]([N+:22]([O-])=O)=[C:13]([C:15](=[O:21])[C:16]#[C:17][CH2:18][CH2:19][CH3:20])[CH:14]=1)C1C=CC=CC=1. (5) Given the product [CH:14]([O:1][C:2]1[CH:3]=[C:4]([CH:10]=[CH:11][CH:12]=1)[C:5]([O:7][CH2:8][CH3:9])=[O:6])([CH2:16][CH3:17])[CH3:15], predict the reactants needed to synthesize it. The reactants are: [OH:1][C:2]1[CH:3]=[C:4]([CH:10]=[CH:11][CH:12]=1)[C:5]([O:7][CH2:8][CH3:9])=[O:6].Br[CH:14]([CH2:16][CH3:17])[CH3:15]. (6) Given the product [F:26][C:24]([F:25])([F:27])[C:16]1[CH:15]=[C:14]([CH:19]=[C:18]([C:20]([F:23])([F:22])[F:21])[CH:17]=1)[CH2:13][NH:12][CH2:11][CH2:10][CH2:9][NH:8][C:5]1[CH:4]=[CH:3][C:2]([Cl:1])=[CH:7][CH:6]=1, predict the reactants needed to synthesize it. The reactants are: [Cl:1][C:2]1[CH:7]=[CH:6][C:5]([NH:8][C:9](=O)[CH2:10][CH2:11][NH:12][C:13](=O)[C:14]2[CH:19]=[C:18]([C:20]([F:23])([F:22])[F:21])[CH:17]=[C:16]([C:24]([F:27])([F:26])[F:25])[CH:15]=2)=[CH:4][CH:3]=1.